Dataset: Reaction yield outcomes from USPTO patents with 853,638 reactions. Task: Predict the reaction yield, written as a fraction of the theoretical maximum amount of product (1.0 means a 100% yield; for example, 0.34 means a 34% yield). (1) The catalyst is OS(O)(=O)=O. The reactants are [C:1]1(=[O:10])[C:9]2[C:4](=[CH:5][CH:6]=[CH:7][CH:8]=2)[CH2:3][CH2:2]1.[N+:11]([O-])([O-:13])=[O:12].[K+]. The product is [N+:11]([C:7]1[CH:8]=[C:9]2[C:4]([CH2:3][CH2:2][C:1]2=[O:10])=[CH:5][CH:6]=1)([O-:13])=[O:12]. The yield is 0.610. (2) The reactants are [C:1](#[N:3])[CH3:2].[Li]CCCC.[F:9][C:10]([F:19])([F:18])[C:11]([CH3:17])([CH3:16])[C:12](OC)=[O:13]. The catalyst is C1COCC1. The product is [F:9][C:10]([F:19])([F:18])[C:11]([CH3:17])([CH3:16])[C:12](=[O:13])[CH2:2][C:1]#[N:3]. The yield is 0.570. (3) The reactants are [CH3:1][C:2]1[S:6][C:5]([C:7]([O:9][CH3:10])=[O:8])=[CH:4][C:3]=1[C:11]1[N:15]([CH3:16])[N:14]=[CH:13][C:12]=1[C:17]([CH3:19])=[CH2:18]. The catalyst is CO. The product is [CH3:1][C:2]1[S:6][C:5]([C:7]([O:9][CH3:10])=[O:8])=[CH:4][C:3]=1[C:11]1[N:15]([CH3:16])[N:14]=[CH:13][C:12]=1[CH:17]([CH3:19])[CH3:18]. The yield is 1.00. (4) The reactants are [Br:1][C:2]1[CH:3]=[CH:4][C:5](F)=[N:6][CH:7]=1.[C:9]1([C:15]2([NH2:19])[CH2:18][CH2:17][CH2:16]2)[CH:14]=[CH:13][CH:12]=[CH:11][CH:10]=1.CN1C(=O)CCC1. The catalyst is O. The product is [Br:1][C:2]1[CH:3]=[CH:4][C:5]([NH:19][C:15]2([C:9]3[CH:14]=[CH:13][CH:12]=[CH:11][CH:10]=3)[CH2:16][CH2:17][CH2:18]2)=[N:6][CH:7]=1. The yield is 0.260. (5) The reactants are I[C:2]1[CH:3]=[C:4]([CH:17]=[CH:18][CH:19]=1)[O:5][C:6]1[C:15]2[C:10](=[CH:11][CH:12]=[CH:13][CH:14]=2)[NH:9][C:8](=[O:16])[CH:7]=1.[CH2:20]([NH2:27])[C:21]1[CH:26]=[CH:25][CH:24]=[CH:23][CH:22]=1.C([O-])(=O)C.[Cs+].CS(C)=O. The catalyst is C(=O)(O)[O-].[Na+].[Cu]I. The product is [CH2:20]([NH:27][C:2]1[CH:3]=[C:4]([CH:17]=[CH:18][CH:19]=1)[O:5][C:6]1[C:15]2[C:10](=[CH:11][CH:12]=[CH:13][CH:14]=2)[NH:9][C:8](=[O:16])[CH:7]=1)[C:21]1[CH:26]=[CH:25][CH:24]=[CH:23][CH:22]=1. The yield is 0.360. (6) The reactants are [N+:1]([C:4]1[CH:9]=[CH:8][C:7]([CH2:10][C:11]([NH:13][NH2:14])=[O:12])=[CH:6][CH:5]=1)([O-:3])=[O:2].[C:15](Cl)(=O)[O:16]CC.O=P12OP3(OP(OP(O3)(O1)=O)(=O)O2)=O.C[Si](C)(C)O[Si](C)(C)C. The catalyst is O.ClC1C=CC=CC=1Cl.CN(C)C(=O)C. The product is [N+:1]([C:4]1[CH:5]=[CH:6][C:7]([CH2:10][C:11]2[O:12][C:15](=[O:16])[NH:14][N:13]=2)=[CH:8][CH:9]=1)([O-:3])=[O:2]. The yield is 0.500.